This data is from Forward reaction prediction with 1.9M reactions from USPTO patents (1976-2016). The task is: Predict the product of the given reaction. (1) Given the reactants [OH:1][C:2]1([C:6]2[C:7]([O:15][CH2:16][C:17]([F:20])([F:19])[F:18])=[CH:8][C:9]([C:12]([OH:14])=O)=[N:10][CH:11]=2)[CH2:5][CH2:4][CH2:3]1.[CH3:21][S:22]([CH2:25][C:26]([NH2:34])([CH3:33])[C:27]1[N:31]=[C:30]([CH3:32])[O:29][N:28]=1)(=[O:24])=[O:23], predict the reaction product. The product is: [OH:1][C:2]1([C:6]2[C:7]([O:15][CH2:16][C:17]([F:20])([F:19])[F:18])=[CH:8][C:9]([C:12]([NH:34][C:26]([C:27]3[N:31]=[C:30]([CH3:32])[O:29][N:28]=3)([CH3:33])[CH2:25][S:22]([CH3:21])(=[O:24])=[O:23])=[O:14])=[N:10][CH:11]=2)[CH2:3][CH2:4][CH2:5]1. (2) Given the reactants [NH2:1][C:2]1[O:3][C@H:4]2[C@@H:6]([C@:7]([C:12]3[CH:13]=[C:14]([NH:19][C:20](=[O:31])[C:21]4[C:26]([CH2:27][O:28]C)=[CH:25][C:24]([Cl:30])=[CH:23][N:22]=4)[CH:15]=[CH:16][C:17]=3[F:18])([CH:9]([F:11])[F:10])[N:8]=1)[CH2:5]2.B(Br)(Br)Br, predict the reaction product. The product is: [NH2:1][C:2]1[O:3][C@H:4]2[C@@H:6]([C@:7]([C:12]3[CH:13]=[C:14]([NH:19][C:20](=[O:31])[C:21]4[C:26]([CH2:27][OH:28])=[CH:25][C:24]([Cl:30])=[CH:23][N:22]=4)[CH:15]=[CH:16][C:17]=3[F:18])([CH:9]([F:11])[F:10])[N:8]=1)[CH2:5]2. (3) The product is: [NH2:1][C:2]1[N:7]=[C:6]([NH:8][C@H:9]([C:11]2[N:16]=[C:15]3[CH:17]=[CH:18][N:19]([CH3:20])[C:14]3=[CH:13][C:12]=2[C:21]2[CH2:26][CH2:25][CH:24]([NH2:27])[CH2:23][CH:22]=2)[CH3:10])[C:5]([C:35]#[N:36])=[C:4]([CH3:37])[N:3]=1. Given the reactants [NH2:1][C:2]1[N:7]=[C:6]([NH:8][C@H:9]([C:11]2[N:16]=[C:15]3[CH:17]=[CH:18][N:19]([CH3:20])[C:14]3=[CH:13][C:12]=2[C:21]2[CH2:26][CH2:25][CH:24]([NH:27]C(=O)OC(C)(C)C)[CH2:23][CH:22]=2)[CH3:10])[C:5]([C:35]#[N:36])=[C:4]([CH3:37])[N:3]=1.C(O)(C(F)(F)F)=O, predict the reaction product. (4) Given the reactants C([O:4][CH2:5][C:6]1[C:11]([C:12]#[N:13])=[C:10](Cl)[CH:9]=[C:8]([NH:15][C:16]([NH:18][C@@H:19]([C:21]2[CH:26]=[CH:25][CH:24]=[CH:23][CH:22]=2)[CH3:20])=O)[N:7]=1)(=O)C.[NH2:27][NH2:28].[OH2:29], predict the reaction product. The product is: [NH2:13][C:12]1[C:11]2[C:6]([CH2:5][OH:4])=[N:7][C:8]([NH:15][C:16]([NH:18][C@@H:19]([C:21]3[CH:22]=[CH:23][CH:24]=[CH:25][CH:26]=3)[CH3:20])=[O:29])=[CH:9][C:10]=2[NH:28][N:27]=1. (5) Given the reactants [C:1]([O:9][CH2:10][CH2:11][O:12][CH2:13][CH2:14][N:15]1[C:23]2[C:22](Cl)=[N:21][CH:20]=[N:19][C:18]=2[CH:17]=[CH:16]1)(=[O:8])[C:2]1[CH:7]=[CH:6][CH:5]=[CH:4][CH:3]=1.[NH2:25][C:26]1[CH:41]=[CH:40][C:29]([O:30][C:31]2[CH:32]=[C:33]([C:37](=[O:39])[CH3:38])[CH:34]=[CH:35][CH:36]=2)=[C:28]([Cl:42])[CH:27]=1.C(=O)([O-])O.[Na+], predict the reaction product. The product is: [C:1]([O:9][CH2:10][CH2:11][O:12][CH2:13][CH2:14][N:15]1[C:23]2[C:22]([NH:25][C:26]3[CH:41]=[CH:40][C:29]([O:30][C:31]4[CH:36]=[CH:35][CH:34]=[C:33]([C:37](=[O:39])[CH3:38])[CH:32]=4)=[C:28]([Cl:42])[CH:27]=3)=[N:21][CH:20]=[N:19][C:18]=2[CH:17]=[CH:16]1)(=[O:8])[C:2]1[CH:7]=[CH:6][CH:5]=[CH:4][CH:3]=1. (6) Given the reactants [CH3:1][N:2]1[C:7]2[CH:8]=[CH:9][CH:10]=[CH:11][C:6]=2[O:5][CH2:4][C:3]1=O, predict the reaction product. The product is: [CH3:1][N:2]1[C:7]2[CH:8]=[CH:9][CH:10]=[CH:11][C:6]=2[O:5][CH2:4][CH2:3]1.